The task is: Predict the product of the given reaction.. This data is from Forward reaction prediction with 1.9M reactions from USPTO patents (1976-2016). (1) Given the reactants C(OC([N:8]1[CH2:11][CH:10]([N:12]2[CH2:17][CH2:16][O:15][C:14]([CH3:19])([CH3:18])[CH2:13]2)[CH2:9]1)=O)(C)(C)C.C(O)(C(F)(F)F)=O, predict the reaction product. The product is: [NH:8]1[CH2:11][CH:10]([N:12]2[CH2:17][CH2:16][O:15][C:14]([CH3:19])([CH3:18])[CH2:13]2)[CH2:9]1. (2) Given the reactants [O:1]=[C:2]1[C:6]2[CH:7]=[CH:8][C:9]([CH2:11][CH:12]=O)=[CH:10][C:5]=2[CH2:4][O:3]1.[CH2:14]([NH2:17])[CH:15]=[CH2:16].C([BH3-])#N.[Na+].C([O-])(O)=O.[Na+].[CH3:27][C:28]([O:31][C:32](O[C:32]([O:31][C:28]([CH3:30])([CH3:29])[CH3:27])=[O:33])=[O:33])([CH3:30])[CH3:29], predict the reaction product. The product is: [CH2:14]([N:17]([CH2:12][CH2:11][C:9]1[CH:8]=[CH:7][C:6]2[C:2](=[O:1])[O:3][CH2:4][C:5]=2[CH:10]=1)[C:32](=[O:33])[O:31][C:28]([CH3:30])([CH3:29])[CH3:27])[CH:15]=[CH2:16].